Task: Predict the reaction yield, written as a fraction of the theoretical maximum amount of product (1.0 means a 100% yield; for example, 0.34 means a 34% yield).. Dataset: Reaction yield outcomes from USPTO patents with 853,638 reactions (1) The reactants are [F-].C([N+](CCCC)(CCCC)CCCC)CCC.[Si]([O:26][CH2:27][C:28]1[CH:33]=[CH:32][C:31]([C:34]2[O:35][C:36]([C:39]3[CH:44]=[CH:43][C:42]([CH2:45][CH:46]([CH3:48])[CH3:47])=[CH:41][CH:40]=3)=[N:37][N:38]=2)=[CH:30][CH:29]=1)(C(C)(C)C)(C)C.C1COCC1. The catalyst is C(OCC)(=O)C. The product is [CH2:45]([C:42]1[CH:41]=[CH:40][C:39]([C:36]2[O:35][C:34]([C:31]3[CH:30]=[CH:29][C:28]([CH2:27][OH:26])=[CH:33][CH:32]=3)=[N:38][N:37]=2)=[CH:44][CH:43]=1)[CH:46]([CH3:48])[CH3:47]. The yield is 0.880. (2) The reactants are C[Si]([N-][Si](C)(C)C)(C)C.[Na+].[CH2:11]([N:13]1[CH2:18][CH2:17][C:16]2[S:19][C:20]([C:22]3[CH:23]=[C:24]([C:29]4[CH:34]=[C:33]([C:35]5[CH:36]=[N:37][N:38]([CH3:40])[CH:39]=5)[N:32]=[CH:31][C:30]=4[NH2:41])[C:25](F)=[N:26][CH:27]=3)=[CH:21][C:15]=2[CH2:14]1)[CH3:12]. The catalyst is C1COCC1. The product is [CH2:11]([N:13]1[CH2:18][CH2:17][C:16]2[S:19][C:20]([C:22]3[CH:27]=[N:26][C:25]4[NH:41][C:30]5[CH:31]=[N:32][C:33]([C:35]6[CH:36]=[N:37][N:38]([CH3:40])[CH:39]=6)=[CH:34][C:29]=5[C:24]=4[CH:23]=3)=[CH:21][C:15]=2[CH2:14]1)[CH3:12]. The yield is 0.160. (3) The reactants are [CH2:1]([N:8]([CH2:20][C:21]1[CH:26]=[CH:25][CH:24]=[CH:23][CH:22]=1)[CH:9]1[CH2:13][CH:12]([C:14]([O:16]CC)=[O:15])[CH:11]([CH3:19])[CH2:10]1)[C:2]1[CH:7]=[CH:6][CH:5]=[CH:4][CH:3]=1. The catalyst is Cl.O1CCOCC1. The product is [CH2:20]([N:8]([CH2:1][C:2]1[CH:7]=[CH:6][CH:5]=[CH:4][CH:3]=1)[CH:9]1[CH2:13][CH:12]([C:14]([OH:16])=[O:15])[CH:11]([CH3:19])[CH2:10]1)[C:21]1[CH:22]=[CH:23][CH:24]=[CH:25][CH:26]=1. The yield is 0.980. (4) The reactants are [OH:1][CH2:2][C@@H:3]([NH:11][C:12](=[O:18])[O:13][C:14]([CH3:17])([CH3:16])[CH3:15])[CH2:4][C:5]1[CH:10]=[CH:9][CH:8]=[CH:7][CH:6]=1.[H-].[Na+].Br[CH2:22][CH2:23][O:24][Si:25]([C:28]([CH3:31])([CH3:30])[CH3:29])([CH3:27])[CH3:26].[NH4+].[Cl-]. The catalyst is CN(C=O)C.CCOC(C)=O. The product is [Si:25]([O:24][CH2:23][CH2:22][O:1][CH2:2][C@@H:3]([NH:11][C:12](=[O:18])[O:13][C:14]([CH3:15])([CH3:17])[CH3:16])[CH2:4][C:5]1[CH:10]=[CH:9][CH:8]=[CH:7][CH:6]=1)([C:28]([CH3:31])([CH3:30])[CH3:29])([CH3:27])[CH3:26]. The yield is 0.150.